Dataset: Forward reaction prediction with 1.9M reactions from USPTO patents (1976-2016). Task: Predict the product of the given reaction. (1) Given the reactants OO.NC(N)=[O:5].C1(=O)OC(=O)C2=CC=CC=C12.[C:18]([Si:22]([CH3:56])([CH3:55])[O:23][CH2:24][CH2:25][N:26]([CH2:53][CH3:54])[CH2:27][CH2:28][CH2:29][CH2:30][CH2:31][C@H:32]1[CH2:37][CH2:36][C@H:35]([N:38]([CH3:52])[S:39]([C:42]2[CH:47]=[CH:46][C:45]([C:48]([F:51])([F:50])[F:49])=[CH:44][CH:43]=2)(=[O:41])=[O:40])[CH2:34][CH2:33]1)([CH3:21])([CH3:20])[CH3:19], predict the reaction product. The product is: [C:18]([Si:22]([CH3:55])([CH3:56])[O:23][CH2:24][CH2:25][N:26]([CH2:53][CH3:54])[CH2:27][CH2:28][CH2:29][CH2:30][CH2:31][C@H:32]1[CH2:33][CH2:34][C@H:35]([N+:38]([O-:5])([CH3:52])[S:39]([C:42]2[CH:47]=[CH:46][C:45]([C:48]([F:50])([F:51])[F:49])=[CH:44][CH:43]=2)(=[O:41])=[O:40])[CH2:36][CH2:37]1)([CH3:19])([CH3:20])[CH3:21]. (2) Given the reactants [CH3:1][C:2]1([CH3:7])[CH2:6][CH2:5][NH:4][CH2:3]1.F[C:9]1[CH:14]=[CH:13][C:12]([S:15]([N:18]2[CH2:27][CH2:26][C:25]3[C@:20]([CH2:38][O:39][CH3:40])([CH2:21][C:22]4[CH:30]=[N:29][N:28]([C:31]5[CH:36]=[CH:35][C:34]([F:37])=[CH:33][CH:32]=5)[C:23]=4[CH:24]=3)[CH2:19]2)(=[O:17])=[O:16])=[CH:11][CH:10]=1, predict the reaction product. The product is: [F:37][C:34]1[CH:33]=[CH:32][C:31]([N:28]2[C:23]3[CH:24]=[C:25]4[C@:20]([CH2:38][O:39][CH3:40])([CH2:21][C:22]=3[CH:30]=[N:29]2)[CH2:19][N:18]([S:15]([C:12]2[CH:11]=[CH:10][C:9]([N:4]3[CH2:5][CH2:6][C:2]([CH3:7])([CH3:1])[CH2:3]3)=[CH:14][CH:13]=2)(=[O:17])=[O:16])[CH2:27][CH2:26]4)=[CH:36][CH:35]=1. (3) The product is: [CH3:20][C@@H:17]1[CH2:18][CH2:19][C@H:14]([N:1]2[CH2:6][CH2:5][NH:4][CH2:3][CH2:2]2)[CH2:15][CH2:16]1. Given the reactants [NH:1]1[CH2:6][CH2:5][NH:4][CH2:3][CH2:2]1.CO.CS(O[C@H:14]1[CH2:19][CH2:18][C@H:17]([CH3:20])[CH2:16][CH2:15]1)(=O)=O, predict the reaction product. (4) Given the reactants Br[C:2]1[CH:7]=[CH:6][CH:5]=[CH:4][N:3]=1.[Li]CCCC.C(O[C:16]([C:18]1[CH:19]=[N:20][C:21]2[C:26]([C:27]=1[Cl:28])=[CH:25][CH:24]=[CH:23][C:22]=2[C:29]([F:32])([F:31])[F:30])=[O:17])C.O, predict the reaction product. The product is: [Cl:28][C:27]1[C:26]2[C:21](=[C:22]([C:29]([F:30])([F:31])[F:32])[CH:23]=[CH:24][CH:25]=2)[N:20]=[CH:19][C:18]=1[C:16]([C:2]1[CH:7]=[CH:6][CH:5]=[CH:4][N:3]=1)=[O:17]. (5) Given the reactants C(OC([N:8]1[CH2:13][CH2:12][CH:11]([CH2:14][CH2:15][C:16]([N:18]2[CH2:23][CH2:22][CH2:21][C@@H:20]([C:24]([NH:26][CH2:27][C@H:28]([NH2:32])[C:29]([OH:31])=[O:30])=[O:25])[CH2:19]2)=[O:17])[CH2:10][CH2:9]1)=O)(C)(C)C.[OH-].[Na+].Cl[C:36]([O:38][CH3:39])=[O:37].S([O-])(O)(=O)=O.[K+], predict the reaction product. The product is: [NH:8]1[CH2:9][CH2:10][CH:11]([CH2:14][CH2:15][C:16]([N:18]2[CH2:23][CH2:22][CH2:21][C@@H:20]([C:24]([NH:26][CH2:27][C@H:28]([NH:32][C:36]([O:38][CH3:39])=[O:37])[C:29]([OH:31])=[O:30])=[O:25])[CH2:19]2)=[O:17])[CH2:12][CH2:13]1. (6) Given the reactants [CH3:1][O:2][C:3]1[CH:4]=[C:5]([CH:11]([C:13]2[CH:14]=[N:15][CH:16]=[CH:17][CH:18]=2)[OH:12])[CH:6]=[CH:7][C:8]=1[O:9][CH3:10].CN1C(C(C2C=CC=CN=2)O)=CN=C1, predict the reaction product. The product is: [CH3:1][O:2][C:3]1[CH:4]=[C:5]([C:11]([C:13]2[CH:14]=[N:15][CH:16]=[CH:17][CH:18]=2)=[O:12])[CH:6]=[CH:7][C:8]=1[O:9][CH3:10].